Task: Regression. Given a peptide amino acid sequence and an MHC pseudo amino acid sequence, predict their binding affinity value. This is MHC class I binding data.. Dataset: Peptide-MHC class I binding affinity with 185,985 pairs from IEDB/IMGT (1) The peptide sequence is GVPPKVVSY. The MHC is HLA-A26:01 with pseudo-sequence HLA-A26:01. The binding affinity (normalized) is 0.0847. (2) The peptide sequence is LRYGNVLDV. The MHC is HLA-A25:01 with pseudo-sequence HLA-A25:01. The binding affinity (normalized) is 0.0847. (3) The peptide sequence is ALLSCLTTPA. The MHC is HLA-A02:06 with pseudo-sequence HLA-A02:06. The binding affinity (normalized) is 0.497.